This data is from Peptide-MHC class II binding affinity with 134,281 pairs from IEDB. The task is: Regression. Given a peptide amino acid sequence and an MHC pseudo amino acid sequence, predict their binding affinity value. This is MHC class II binding data. (1) The MHC is DRB1_1101 with pseudo-sequence DRB1_1101. The peptide sequence is AMRVTKDTNDNNLYK. The binding affinity (normalized) is 0.0359. (2) The peptide sequence is GEEEVQLIAAVPGKN. The MHC is HLA-DQA10201-DQB10402 with pseudo-sequence HLA-DQA10201-DQB10402. The binding affinity (normalized) is 0.322. (3) The binding affinity (normalized) is 0. The peptide sequence is RALGTWTGSSDPG. The MHC is H-2-IAs with pseudo-sequence H-2-IAs. (4) The peptide sequence is EAKYFAATQFEPLAA. The binding affinity (normalized) is 0.619. The MHC is DRB1_0101 with pseudo-sequence DRB1_0101. (5) The peptide sequence is LDISLETVAIDRPAE. The MHC is DRB1_0401 with pseudo-sequence DRB1_0401. The binding affinity (normalized) is 0.308. (6) The peptide sequence is RRIFGVFKNPCTSHG. The MHC is DRB1_0301 with pseudo-sequence DRB1_0301. The binding affinity (normalized) is 0.131. (7) The peptide sequence is LGGLWTAVSPHLSPL. The MHC is DRB1_1501 with pseudo-sequence DRB1_1501. The binding affinity (normalized) is 0.705.